From a dataset of NCI-60 drug combinations with 297,098 pairs across 59 cell lines. Regression. Given two drug SMILES strings and cell line genomic features, predict the synergy score measuring deviation from expected non-interaction effect. (1) Drug 1: CNC(=O)C1=NC=CC(=C1)OC2=CC=C(C=C2)NC(=O)NC3=CC(=C(C=C3)Cl)C(F)(F)F. Drug 2: CN(CCCl)CCCl.Cl. Cell line: NCI-H226. Synergy scores: CSS=0.501, Synergy_ZIP=1.10, Synergy_Bliss=0.684, Synergy_Loewe=-5.15, Synergy_HSA=-2.10. (2) Drug 1: C1=C(C(=O)NC(=O)N1)F. Drug 2: CCC1=C2CN3C(=CC4=C(C3=O)COC(=O)C4(CC)O)C2=NC5=C1C=C(C=C5)O. Cell line: NCI-H226. Synergy scores: CSS=38.5, Synergy_ZIP=8.60, Synergy_Bliss=8.71, Synergy_Loewe=11.9, Synergy_HSA=14.0. (3) Drug 1: CC1CCC2CC(C(=CC=CC=CC(CC(C(=O)C(C(C(=CC(C(=O)CC(OC(=O)C3CCCCN3C(=O)C(=O)C1(O2)O)C(C)CC4CCC(C(C4)OC)O)C)C)O)OC)C)C)C)OC. Drug 2: C1CNP(=O)(OC1)N(CCCl)CCCl. Cell line: CAKI-1. Synergy scores: CSS=4.87, Synergy_ZIP=5.98, Synergy_Bliss=3.27, Synergy_Loewe=1.43, Synergy_HSA=1.40. (4) Drug 1: C1=CC(=CC=C1CCC2=CNC3=C2C(=O)NC(=N3)N)C(=O)NC(CCC(=O)O)C(=O)O. Drug 2: C1=C(C(=O)NC(=O)N1)N(CCCl)CCCl. Cell line: COLO 205. Synergy scores: CSS=50.8, Synergy_ZIP=-1.78, Synergy_Bliss=-2.66, Synergy_Loewe=3.32, Synergy_HSA=5.17. (5) Drug 1: CC1CCC2CC(C(=CC=CC=CC(CC(C(=O)C(C(C(=CC(C(=O)CC(OC(=O)C3CCCCN3C(=O)C(=O)C1(O2)O)C(C)CC4CCC(C(C4)OC)OCCO)C)C)O)OC)C)C)C)OC. Drug 2: C1=CN(C=N1)CC(O)(P(=O)(O)O)P(=O)(O)O. Cell line: PC-3. Synergy scores: CSS=14.7, Synergy_ZIP=-5.01, Synergy_Bliss=2.95, Synergy_Loewe=-9.53, Synergy_HSA=-0.105. (6) Drug 1: C1=CC(=C2C(=C1NCCNCCO)C(=O)C3=C(C=CC(=C3C2=O)O)O)NCCNCCO. Drug 2: CC(C)NC(=O)C1=CC=C(C=C1)CNNC.Cl. Cell line: PC-3. Synergy scores: CSS=16.9, Synergy_ZIP=3.74, Synergy_Bliss=-1.42, Synergy_Loewe=-21.1, Synergy_HSA=-4.03. (7) Drug 1: CCC1(CC2CC(C3=C(CCN(C2)C1)C4=CC=CC=C4N3)(C5=C(C=C6C(=C5)C78CCN9C7C(C=CC9)(C(C(C8N6C)(C(=O)OC)O)OC(=O)C)CC)OC)C(=O)OC)O.OS(=O)(=O)O. Drug 2: CCC1=C2CN3C(=CC4=C(C3=O)COC(=O)C4(CC)O)C2=NC5=C1C=C(C=C5)O. Cell line: CAKI-1. Synergy scores: CSS=27.3, Synergy_ZIP=7.76, Synergy_Bliss=12.8, Synergy_Loewe=-7.81, Synergy_HSA=5.90.